The task is: Predict the product of the given reaction.. This data is from Forward reaction prediction with 1.9M reactions from USPTO patents (1976-2016). (1) Given the reactants [F:1][C:2]1[CH:3]=[C:4]([C:8](=[O:16])[CH2:9][C:10]2[CH:15]=[CH:14][N:13]=[CH:12][N:11]=2)[CH:5]=[CH:6][CH:7]=1.CO[CH:19](OC)[N:20]([CH3:22])[CH3:21], predict the reaction product. The product is: [CH3:19][N:20]([CH3:22])/[CH:21]=[C:9](\[C:10]1[CH:15]=[CH:14][N:13]=[CH:12][N:11]=1)/[C:8]([C:4]1[CH:5]=[CH:6][CH:7]=[C:2]([F:1])[CH:3]=1)=[O:16]. (2) Given the reactants Br[C:2]1[N:3]=[CH:4][C:5]2[N:6]=[C:7]3[O:13][CH2:12][C:11]([CH3:15])([CH3:14])[N:8]3[C:9]=2[CH:10]=1.[CH:16]1([S:19]([N:22]2[CH:26]=[C:25]([C:27]3[N:32]=[C:31]([NH2:33])[CH:30]=[CH:29][N:28]=3)[CH:24]=[N:23]2)(=[O:21])=[O:20])[CH2:18][CH2:17]1.C1(P(C2C=CC=CC=2)C2C3OC4C(=CC=CC=4P(C4C=CC=CC=4)C4C=CC=CC=4)C(C)(C)C=3C=CC=2)C=CC=CC=1.C(=O)([O-])[O-].[Cs+].[Cs+], predict the reaction product. The product is: [CH:16]1([S:19]([N:22]2[CH:26]=[C:25]([C:27]3[N:32]=[C:31]([NH:33][C:2]4[N:3]=[CH:4][C:5]5[N:6]=[C:7]6[O:13][CH2:12][C:11]([CH3:15])([CH3:14])[N:8]6[C:9]=5[CH:10]=4)[CH:30]=[CH:29][N:28]=3)[CH:24]=[N:23]2)(=[O:20])=[O:21])[CH2:18][CH2:17]1. (3) Given the reactants [CH3:1][C:2]1[CH:10]=[CH:9][C:5]([C:6](Cl)=[O:7])=[CH:4][CH:3]=1.[C:11]([O:15][C:16](=[O:47])[NH:17][CH2:18][CH2:19][CH2:20][NH:21][CH:22]([C:26]1[N:27]([CH2:41][C:42]2[S:43][CH:44]=[CH:45][CH:46]=2)[C:28](=[O:40])[C:29]2[CH:30]=[C:31]3[CH:38]=[C:37]([Br:39])[NH:36][C:32]3=[CH:33][C:34]=2[N:35]=1)[CH:23]([CH3:25])[CH3:24])([CH3:14])([CH3:13])[CH3:12].C(N(CC)CC)C, predict the reaction product. The product is: [C:11]([O:15][C:16](=[O:47])[NH:17][CH2:18][CH2:19][CH2:20][N:21]([CH:22]([C:26]1[N:27]([CH2:41][C:42]2[S:43][CH:44]=[CH:45][CH:46]=2)[C:28](=[O:40])[C:29]2[CH:30]=[C:31]3[CH:38]=[C:37]([Br:39])[NH:36][C:32]3=[CH:33][C:34]=2[N:35]=1)[CH:23]([CH3:25])[CH3:24])[C:6](=[O:7])[C:5]1[CH:9]=[CH:10][C:2]([CH3:1])=[CH:3][CH:4]=1)([CH3:13])([CH3:14])[CH3:12]. (4) Given the reactants [CH2:1]([N:8]1[CH2:13][CH2:12][N:11]([C:14]([C:16]2[CH:20]=[C:19]([CH3:21])[N:18]([C:22]3[CH:27]=[CH:26][CH:25]=[CH:24][CH:23]=3)[C:17]=2[C:28]2[CH:33]=[CH:32][CH:31]=[CH:30][CH:29]=2)=[O:15])[CH:10]([CH2:34][C:35]2[CH:40]=[CH:39][C:38]([OH:41])=[CH:37][CH:36]=2)[CH2:9]1)[C:2]1[CH:7]=[CH:6][CH:5]=[CH:4][CH:3]=1.Br[CH2:43][C:44]([O:46][C:47]([CH3:50])([CH3:49])[CH3:48])=[O:45].C(=O)([O-])[O-].[K+].[K+], predict the reaction product. The product is: [CH2:1]([N:8]1[CH2:13][CH2:12][N:11]([C:14]([C:16]2[CH:20]=[C:19]([CH3:21])[N:18]([C:22]3[CH:27]=[CH:26][CH:25]=[CH:24][CH:23]=3)[C:17]=2[C:28]2[CH:29]=[CH:30][CH:31]=[CH:32][CH:33]=2)=[O:15])[CH:10]([CH2:34][C:35]2[CH:40]=[CH:39][C:38]([O:41][CH2:43][C:44]([O:46][C:47]([CH3:50])([CH3:49])[CH3:48])=[O:45])=[CH:37][CH:36]=2)[CH2:9]1)[C:2]1[CH:3]=[CH:4][CH:5]=[CH:6][CH:7]=1. (5) Given the reactants [CH2:1]([O:8][C:9]1[CH:18]=[C:17]2[C:12]([CH:13]=[C:14]([C:19]([OH:21])=O)[N:15]=[CH:16]2)=[CH:11][CH:10]=1)[C:2]1[CH:7]=[CH:6][CH:5]=[CH:4][CH:3]=1.CN(C(ON1N=NC2C=CC=CC1=2)=[N+](C)C)C.F[P-](F)(F)(F)(F)F.[CH3:46][O:47][C:48]([C:50]1[C:58]2[N:57]=[C:56]([NH2:59])[NH:55][C:54]=2[CH:53]=[CH:52][CH:51]=1)=[O:49], predict the reaction product. The product is: [CH3:46][O:47][C:48]([C:50]1[C:58]2[N:57]=[C:56]([NH:59][C:19]([C:14]3[N:15]=[CH:16][C:17]4[C:12]([CH:13]=3)=[CH:11][CH:10]=[C:9]([O:8][CH2:1][C:2]3[CH:3]=[CH:4][CH:5]=[CH:6][CH:7]=3)[CH:18]=4)=[O:21])[NH:55][C:54]=2[CH:53]=[CH:52][CH:51]=1)=[O:49]. (6) Given the reactants Cl[C:2]1[N:7]=[C:6]([Cl:8])[C:5]([C:9]([F:12])([F:11])[F:10])=[CH:4][N:3]=1.ClC(Cl)C.C(O)(C)(C)C.[NH2:22][C:23]1[CH:28]=[CH:27][C:26]([CH:29]2[CH2:32][N:31]([C:33]([O:35][C:36]([CH3:39])([CH3:38])[CH3:37])=[O:34])[CH2:30]2)=[CH:25][CH:24]=1.CCN(CC)CC, predict the reaction product. The product is: [Cl:8][C:6]1[C:5]([C:9]([F:12])([F:11])[F:10])=[CH:4][N:3]=[C:2]([NH:22][C:23]2[CH:24]=[CH:25][C:26]([CH:29]3[CH2:30][N:31]([C:33]([O:35][C:36]([CH3:39])([CH3:38])[CH3:37])=[O:34])[CH2:32]3)=[CH:27][CH:28]=2)[N:7]=1. (7) Given the reactants C1C=C(Cl)C=C(C(OO)=[O:9])C=1.[N+:12]([C:15]1[C:16]([N:24]2[CH2:29][CH2:28][CH2:27][C@H:26]([NH:30][C:31](=[O:37])[O:32][C:33]([CH3:36])([CH3:35])[CH3:34])[CH2:25]2)=[C:17]2[CH2:23][CH2:22][CH2:21][C:18]2=[N:19][CH:20]=1)([O-:14])=[O:13].[O-]S([O-])(=S)=O.[Na+].[Na+].[OH-].[Na+], predict the reaction product. The product is: [N+:12]([C:15]1[C:16]([N:24]2[CH2:29][CH2:28][CH2:27][C@H:26]([NH:30][C:31](=[O:37])[O:32][C:33]([CH3:34])([CH3:36])[CH3:35])[CH2:25]2)=[C:17]2[CH2:23][CH2:22][CH2:21][C:18]2=[N+:19]([O-:9])[CH:20]=1)([O-:14])=[O:13].